Task: Binary Classification. Given a drug SMILES string, predict its activity (active/inactive) in a high-throughput screening assay against a specified biological target.. Dataset: Choline transporter screen with 302,306 compounds (1) The drug is Clc1ccc(OCC(=O)Nc2cc3c(cc2)C(=O)NC3=O)cc1. The result is 0 (inactive). (2) The drug is S(=O)(=O)(Nc1cc(OC)c(OC)cc1)c1c2nsnc2ccc1. The result is 0 (inactive). (3) The molecule is Brc1cc(/C(=N\NC(=S)NCc2ccccc2)C)ccc1. The result is 0 (inactive). (4) The compound is O1c2cc(CN(Cc3[nH]c4c(c(=O)n3)cccc4)C(=O)CCCC)ccc2OC1. The result is 0 (inactive).